Dataset: Catalyst prediction with 721,799 reactions and 888 catalyst types from USPTO. Task: Predict which catalyst facilitates the given reaction. (1) Reactant: [N:1]1([C:17]([O:19][CH2:20][CH:21]2[C:33]3[CH:32]=[CH:31][CH:30]=[CH:29][C:28]=3[C:27]3[C:22]2=[CH:23][CH:24]=[CH:25][CH:26]=3)=[O:18])[CH2:5][CH2:4][CH2:3][C@H:2]1[C:6]([O:8][CH2:9][C:10]([O:12]C(C)(C)C)=[O:11])=[O:7].C([SiH](C(C)C)C(C)C)(C)C.FC(F)(F)C(O)=O. Product: [CH:23]1[C:22]2[CH:21]([CH2:20][O:19][C:17]([N:1]3[CH2:5][CH2:4][CH2:3][C@H:2]3[C:6]([O:8][CH2:9][C:10]([OH:12])=[O:11])=[O:7])=[O:18])[C:33]3[C:28](=[CH:29][CH:30]=[CH:31][CH:32]=3)[C:27]=2[CH:26]=[CH:25][CH:24]=1. The catalyst class is: 2. (2) Reactant: [O:1]1[CH:5]=[CH:4][CH:3]=[C:2]1[CH:6]([OH:26])[CH2:7][C:8]1[CH:16]=[C:15]([CH3:17])[C:14]2[C:10](=[CH:11][N:12]([CH2:18][O:19][CH2:20][CH2:21][Si:22]([CH3:25])([CH3:24])[CH3:23])[N:13]=2)[CH:9]=1.[O:27]=[C:28]1[N:37]([CH:38]2[CH2:43][CH2:42][N:41]([C:44](OC3C=CC([N+]([O-])=O)=CC=3)=[O:45])[CH2:40][CH2:39]2)[CH2:36][C:35]2[C:30](=[CH:31][CH:32]=[CH:33][CH:34]=2)[NH:29]1.[H-].[Na+].C(Cl)Cl. Product: [O:27]=[C:28]1[N:37]([CH:38]2[CH2:39][CH2:40][N:41]([C:44]([O:26][CH:6]([C:2]3[O:1][CH:5]=[CH:4][CH:3]=3)[CH2:7][C:8]3[CH:16]=[C:15]([CH3:17])[C:14]4[C:10](=[CH:11][N:12]([CH2:18][O:19][CH2:20][CH2:21][Si:22]([CH3:24])([CH3:23])[CH3:25])[N:13]=4)[CH:9]=3)=[O:45])[CH2:42][CH2:43]2)[CH2:36][C:35]2[C:30](=[CH:31][CH:32]=[CH:33][CH:34]=2)[NH:29]1. The catalyst class is: 7. (3) Reactant: [NH2:1][C:2]1[C:7]([N+:8]([O-:10])=[O:9])=[CH:6][C:5](Br)=[CH:4][N:3]=1.C(=O)(O)[O-].[Na+].[F:17][C:18]1[CH:23]=[CH:22][C:21](B(O)O)=[CH:20][CH:19]=1. Product: [NH2:1][C:2]1[C:7]([N+:8]([O-:10])=[O:9])=[CH:6][C:5]([C:21]2[CH:22]=[CH:23][C:18]([F:17])=[CH:19][CH:20]=2)=[CH:4][N:3]=1. The catalyst class is: 12. (4) Reactant: [Cl:1][C:2]1[CH:7]=[CH:6][CH:5]=[C:4]([Cl:8])[C:3]=1[C:9]1[C:13]([CH2:14][O:15][C:16]2[CH:21]=[CH:20][C:19]([C:22]3[CH:31]=[C:30]4[C:25]([C:26]([C:36]([O:38]C)=[O:37])=[CH:27][C:28]([C:32]([O:34]C)=[O:33])=[N:29]4)=[CH:24][CH:23]=3)=[CH:18][CH:17]=2)=[C:12]([CH:40]([CH3:42])[CH3:41])[O:11][N:10]=1.CCO.O.[OH-].[Na+]. Product: [Cl:8][C:4]1[CH:5]=[CH:6][CH:7]=[C:2]([Cl:1])[C:3]=1[C:9]1[C:13]([CH2:14][O:15][C:16]2[CH:21]=[CH:20][C:19]([C:22]3[CH:31]=[C:30]4[C:25]([C:26]([C:36]([OH:38])=[O:37])=[CH:27][C:28]([C:32]([OH:34])=[O:33])=[N:29]4)=[CH:24][CH:23]=3)=[CH:18][CH:17]=2)=[C:12]([CH:40]([CH3:42])[CH3:41])[O:11][N:10]=1. The catalyst class is: 1.